From a dataset of Full USPTO retrosynthesis dataset with 1.9M reactions from patents (1976-2016). Predict the reactants needed to synthesize the given product. (1) Given the product [OH:15][C@H:14]([C:16]1[CH:21]=[CH:20][CH:19]=[CH:18][CH:17]=1)[C:13]([NH:12][CH2:11][CH2:10][C:7]1[CH:6]=[CH:5][C:4]([N+:1]([O-:3])=[O:2])=[CH:9][CH:8]=1)=[O:22], predict the reactants needed to synthesize it. The reactants are: [N+:1]([C:4]1[CH:9]=[CH:8][C:7]([CH2:10][CH2:11][NH2:12])=[CH:6][CH:5]=1)([O-:3])=[O:2].[C:13](O)(=[O:22])[C@@H:14]([C:16]1[CH:21]=[CH:20][CH:19]=[CH:18][CH:17]=1)[OH:15].C(=O)([O-])[O-].[K+].[K+].OC1C2N=NNC=2C=CC=1.Cl.CN(C)CCCN=C=NCC. (2) Given the product [Cl:1][C:2]1[CH:3]=[C:4]2[C:9](=[CH:10][C:11]=1[NH2:12])[N:8]=[CH:7][NH:6][C:5]2=[O:15], predict the reactants needed to synthesize it. The reactants are: [Cl:1][C:2]1[CH:3]=[C:4]2[C:9](=[CH:10][C:11]=1[N+:12]([O-])=O)[N:8]=[CH:7][NH:6][C:5]2=[O:15].[NH4+].[Cl-]. (3) Given the product [Cl:9][C:5]1[CH:6]=[CH:7][CH:8]=[C:3]([Cl:2])[C:4]=1[C:10]1[CH:14]=[C:13]([C:15]2[CH:20]=[C:19]([NH:21][CH2:24][CH2:23][C:22]([CH:26]3[CH2:30][CH2:29][CH2:28][N:27]3[C:31]([O:33][C:34]([CH3:35])([CH3:37])[CH3:36])=[O:32])=[O:25])[CH:18]=[CH:17][N:16]=2)[O:12][N:11]=1, predict the reactants needed to synthesize it. The reactants are: Cl.[Cl:2][C:3]1[CH:8]=[CH:7][CH:6]=[C:5]([Cl:9])[C:4]=1[C:10]1[CH:14]=[C:13]([C:15]2[CH:20]=[C:19]([NH2:21])[CH:18]=[CH:17][N:16]=2)[O:12][N:11]=1.[C:22]([CH:26]1[CH2:30][CH2:29][CH2:28][N:27]1[C:31]([O:33][C:34]([CH3:37])([CH3:36])[CH3:35])=[O:32])(=[O:25])[CH:23]=[CH2:24].C(N(CC)CC)C. (4) Given the product [C:17]([CH:8]1[C:9]2[C:14](=[CH:13][CH:12]=[CH:11][CH:10]=2)[CH2:15][CH2:16][N:7]1[C:1]1[CH:2]=[CH:3][CH:4]=[CH:5][CH:6]=1)#[N:18], predict the reactants needed to synthesize it. The reactants are: [C:1]1([N:7]2[CH2:16][CH2:15][C:14]3[C:9](=[CH:10][CH:11]=[CH:12][CH:13]=3)[CH2:8]2)[CH:6]=[CH:5][CH:4]=[CH:3][CH:2]=1.[C-:17]#[N:18].[Na+].O=O.C(=O)(O)[O-].[Na+]. (5) Given the product [C:1]([O:4][CH2:5][C:6]([CH2:11][O:12][C:13]1[CH:18]=[CH:17][CH:16]=[C:15]([NH:19][S:22](=[O:25])(=[O:24])[NH2:23])[C:14]=1[C:20]#[N:21])([CH2:9][CH3:10])[CH2:7][CH3:8])(=[O:3])[CH3:2], predict the reactants needed to synthesize it. The reactants are: [C:1]([O:4][CH2:5][C:6]([CH2:11][O:12][C:13]1[CH:18]=[CH:17][CH:16]=[C:15]([NH2:19])[C:14]=1[C:20]#[N:21])([CH2:9][CH3:10])[CH2:7][CH3:8])(=[O:3])[CH3:2].[S:22](Cl)(=[O:25])(=[O:24])[NH2:23]. (6) Given the product [CH2:1]([N:3]([S:4]([CH3:7])(=[O:6])=[O:5])[C:8]1[CH:13]=[C:12]([N:21]2[CH2:22][CH2:23][CH2:24][N:18]([C:25]([O:27][C:28]([CH3:31])([CH3:30])[CH3:29])=[O:26])[CH2:19][CH2:20]2)[CH:11]=[CH:10][C:9]=1[N+:15]([O-:17])=[O:16])[CH3:2], predict the reactants needed to synthesize it. The reactants are: [CH2:1]([N:3]([C:8]1[CH:13]=[C:12](F)[CH:11]=[CH:10][C:9]=1[N+:15]([O-:17])=[O:16])[S:4]([CH3:7])(=[O:6])=[O:5])[CH3:2].[N:18]1([C:25]([O:27][C:28]([CH3:31])([CH3:30])[CH3:29])=[O:26])[CH2:24][CH2:23][CH2:22][NH:21][CH2:20][CH2:19]1.C(=O)([O-])[O-].[K+].[K+].O. (7) Given the product [Br:1][C:2]1[N:3]=[C:4]([NH:18][C:15]2[CH:14]=[C:13]([CH3:12])[NH:17][N:16]=2)[C:5]2[N:6]([CH:8]=[CH:9][N:10]=2)[CH:7]=1, predict the reactants needed to synthesize it. The reactants are: [Br:1][C:2]1[N:3]=[C:4](Br)[C:5]2[N:6]([CH:8]=[CH:9][N:10]=2)[CH:7]=1.[CH3:12][C:13]1[NH:17][N:16]=[C:15]([NH2:18])[CH:14]=1.